Dataset: Catalyst prediction with 721,799 reactions and 888 catalyst types from USPTO. Task: Predict which catalyst facilitates the given reaction. Reactant: [CH3:1][CH:2]1[C:10]2[C:5](=[CH:6][CH:7]=[C:8]([C:11]3[CH:12]=[N:13][N:14]([CH3:16])[CH:15]=3)[CH:9]=2)[NH:4][CH2:3]1.Br[C:18]1[C:22]2[CH2:23][N:24]([C:27](=[O:29])[CH3:28])[CH2:25][CH2:26][C:21]=2[N:20]([CH3:30])[N:19]=1.C(O[Na])(C)(C)C.COC(C)(C)C.C1(P(C2CCCCC2)C2C=CC=CC=2C2C(OC(C)C)=CC=CC=2OC(C)C)CCCCC1. Product: [CH3:30][N:20]1[C:21]2[CH2:26][CH2:25][N:24]([C:27](=[O:29])[CH3:28])[CH2:23][C:22]=2[C:18]([N:4]2[C:5]3[C:10](=[CH:9][C:8]([C:11]4[CH:12]=[N:13][N:14]([CH3:16])[CH:15]=4)=[CH:7][CH:6]=3)[CH:2]([CH3:1])[CH2:3]2)=[N:19]1. The catalyst class is: 38.